Dataset: Full USPTO retrosynthesis dataset with 1.9M reactions from patents (1976-2016). Task: Predict the reactants needed to synthesize the given product. (1) Given the product [CH2:5]([N:12]1[CH2:16][C@@H:15]([CH3:17])[C@H:14]([C:18]([OH:19])=[O:33])[CH2:13]1)[C:6]1[CH:7]=[CH:8][CH:9]=[CH:10][CH:11]=1, predict the reactants needed to synthesize it. The reactants are: [Li+].[OH-].OO.[CH2:5]([N:12]1[CH2:16][C@@H:15]([CH3:17])[C@H:14]([C:18](N2[C@H](C3C=CC=CC=3)COC2=O)=[O:19])[CH2:13]1)[C:6]1[CH:11]=[CH:10][CH:9]=[CH:8][CH:7]=1.S([O-])([O-])=[O:33].[Na+].[Na+].Cl.[Na+].[Cl-]. (2) Given the product [ClH:21].[NH2:7][C:8]1([C:13]([CH:15]2[CH2:17][CH2:16]2)=[O:14])[CH2:12][CH2:11][CH2:10][CH2:9]1, predict the reactants needed to synthesize it. The reactants are: C(OC(=O)[NH:7][C:8]1([C:13]([CH:15]2[CH2:17][CH2:16]2)=[O:14])[CH2:12][CH2:11][CH2:10][CH2:9]1)(C)(C)C.CO.[ClH:21]. (3) Given the product [Br:1][C:2]1[CH:3]=[C:4]2[C:8](=[CH:9][C:10]=1[NH:11][C:12](=[O:14])[CH3:13])[N:7]([C:15]([C:28]1[CH:33]=[CH:32][CH:31]=[CH:30][CH:29]=1)([C:22]1[CH:27]=[CH:26][CH:25]=[CH:24][CH:23]=1)[C:16]1[CH:21]=[CH:20][CH:19]=[CH:18][CH:17]=1)[N:6]=[C:5]2[C:40]1[CH:39]=[CH:38][N:37]=[C:36]([CH3:35])[CH:41]=1, predict the reactants needed to synthesize it. The reactants are: [Br:1][C:2]1[CH:3]=[C:4]2[C:8](=[CH:9][C:10]=1[NH:11][C:12](=[O:14])[CH3:13])[N:7]([C:15]([C:28]1[CH:33]=[CH:32][CH:31]=[CH:30][CH:29]=1)([C:22]1[CH:27]=[CH:26][CH:25]=[CH:24][CH:23]=1)[C:16]1[CH:21]=[CH:20][CH:19]=[CH:18][CH:17]=1)[N:6]=[C:5]2I.[CH3:35][C:36]1[CH:41]=[C:40](B(O)O)[CH:39]=[CH:38][N:37]=1.[O-]P([O-])([O-])=O.[K+].[K+].[K+]. (4) Given the product [ClH:37].[CH3:6][NH:8][CH2:9][C:10]([O:12][CH2:13][CH2:14][O:15][C:16](=[O:56])[C:17]1[CH:22]=[CH:21][C:20]([NH:23][C:24]([C@H:26]2[C@H:30]([C:31]3[CH:36]=[CH:35][CH:34]=[C:33]([Cl:37])[C:32]=3[F:38])[C@:29]([C:41]3[CH:46]=[CH:45][C:44]([Cl:47])=[CH:43][C:42]=3[F:48])([C:39]#[N:40])[C@H:28]([CH2:49][C:50]([CH3:51])([CH3:53])[CH3:52])[NH:27]2)=[O:25])=[C:19]([O:54][CH3:55])[CH:18]=1)=[O:11], predict the reactants needed to synthesize it. The reactants are: C(O[C:6]([N:8](C)[CH2:9][C:10]([O:12][CH2:13][CH2:14][O:15][C:16](=[O:56])[C:17]1[CH:22]=[CH:21][C:20]([NH:23][C:24]([C@H:26]2[C@H:30]([C:31]3[CH:36]=[CH:35][CH:34]=[C:33]([Cl:37])[C:32]=3[F:38])[C@:29]([C:41]3[CH:46]=[CH:45][C:44]([Cl:47])=[CH:43][C:42]=3[F:48])([C:39]#[N:40])[C@H:28]([CH2:49][C:50]([CH3:53])([CH3:52])[CH3:51])[NH:27]2)=[O:25])=[C:19]([O:54][CH3:55])[CH:18]=1)=[O:11])=O)(C)(C)C.FC(F)(F)C(O)=O.